The task is: Predict the product of the given reaction.. This data is from Forward reaction prediction with 1.9M reactions from USPTO patents (1976-2016). (1) Given the reactants [F:1][C:2]1[CH:3]=[CH:4][C:5]([OH:16])=[N:6][C:7]=1[NH:8][CH2:9][CH:10]1[CH2:15][CH2:14][O:13][CH2:12][CH2:11]1.C(N(CC)CC)C.[F:24][C:25]([F:38])([F:37])[S:26](O[S:26]([C:25]([F:38])([F:37])[F:24])(=[O:28])=[O:27])(=[O:28])=[O:27], predict the reaction product. The product is: [F:24][C:25]([F:38])([F:37])[S:26]([O:16][C:5]1[CH:4]=[CH:3][C:2]([F:1])=[C:7]([NH:8][CH2:9][CH:10]2[CH2:15][CH2:14][O:13][CH2:12][CH2:11]2)[N:6]=1)(=[O:28])=[O:27]. (2) Given the reactants [F:1][C:2]1[C:3]([C:8]2([CH2:12][NH:13][C:14]3[N:19]=[N:18][C:17]([C:20]4[CH:21]=[C:22]5[C:26](=[CH:27][CH:28]=4)[NH:25][N:24]=[C:23]5[NH:29][CH2:30][CH2:31][NH:32]C(=O)OCC4C=CC=CC=4)=[CH:16][CH:15]=3)[CH2:11][CH2:10][CH2:9]2)=[N:4][CH:5]=[CH:6][CH:7]=1.[Si](I)(C)(C)C, predict the reaction product. The product is: [F:1][C:2]1[C:3]([C:8]2([CH2:12][NH:13][C:14]3[N:19]=[N:18][C:17]([C:20]4[CH:21]=[C:22]5[C:26](=[CH:27][CH:28]=4)[NH:25][N:24]=[C:23]5[NH:29][CH2:30][CH2:31][NH2:32])=[CH:16][CH:15]=3)[CH2:9][CH2:10][CH2:11]2)=[N:4][CH:5]=[CH:6][CH:7]=1. (3) Given the reactants [C:1](=[O:13])([O:11][CH3:12])[O:2][C:3]1[CH:8]=[CH:7][C:6]([Br:9])=[CH:5][C:4]=1[CH3:10].OS(O)(=O)=O.[N+:19]([O-])([O-:21])=[O:20].[K+], predict the reaction product. The product is: [C:1](=[O:13])([O:11][CH3:12])[O:2][C:3]1[CH:8]=[C:7]([N+:19]([O-:21])=[O:20])[C:6]([Br:9])=[CH:5][C:4]=1[CH3:10]. (4) The product is: [C:19]([C:4]1[CH:3]=[C:2]([NH2:1])[N:6]([C:7]2[CH:8]=[C:9]([CH2:17][Cl:25])[C:10]3[C:15](=[CH:14][CH:13]=[CH:12][CH:11]=3)[CH:16]=2)[N:5]=1)([CH3:22])([CH3:21])[CH3:20]. Given the reactants [NH2:1][C:2]1[N:6]([C:7]2[CH:8]=[C:9]([CH2:17]O)[C:10]3[C:15]([CH:16]=2)=[CH:14][CH:13]=[CH:12][CH:11]=3)[N:5]=[C:4]([C:19]([CH3:22])([CH3:21])[CH3:20])[CH:3]=1.O=S(Cl)[Cl:25], predict the reaction product. (5) The product is: [C:1]1([NH:11][S:12]([C:15]2[CH:16]=[C:17]([CH:21]=[CH:22][C:23]([Cl:26])=[O:25])[CH:18]=[CH:19][CH:20]=2)(=[O:14])=[O:13])[C:10]2[C:5](=[CH:6][CH:7]=[CH:8][CH:9]=2)[CH:4]=[CH:3][CH:2]=1. Given the reactants [C:1]1([NH:11][S:12]([C:15]2[CH:16]=[C:17]([CH:21]=[CH:22][C:23]([OH:25])=O)[CH:18]=[CH:19][CH:20]=2)(=[O:14])=[O:13])[C:10]2[C:5](=[CH:6][CH:7]=[CH:8][CH:9]=2)[CH:4]=[CH:3][CH:2]=1.[Cl:26]CCl, predict the reaction product.